The task is: Regression. Given two drug SMILES strings and cell line genomic features, predict the synergy score measuring deviation from expected non-interaction effect.. This data is from NCI-60 drug combinations with 297,098 pairs across 59 cell lines. Drug 1: CS(=O)(=O)C1=CC(=C(C=C1)C(=O)NC2=CC(=C(C=C2)Cl)C3=CC=CC=N3)Cl. Drug 2: CN1C(=O)N2C=NC(=C2N=N1)C(=O)N. Cell line: SF-268. Synergy scores: CSS=9.06, Synergy_ZIP=0.598, Synergy_Bliss=4.10, Synergy_Loewe=-0.263, Synergy_HSA=0.205.